Dataset: Reaction yield outcomes from USPTO patents with 853,638 reactions. Task: Predict the reaction yield, written as a fraction of the theoretical maximum amount of product (1.0 means a 100% yield; for example, 0.34 means a 34% yield). (1) The catalyst is N1C=CC=CC=1. The reactants are [OH:1][CH2:2][C:3]([CH2:14][OH:15])([C:9]([O:11][CH2:12][CH3:13])=[O:10])[C:4]([O:6][CH2:7][CH3:8])=[O:5].[Si:16](Cl)([C:19]([CH3:22])([CH3:21])[CH3:20])([CH3:18])[CH3:17]. The product is [Si:16]([O:15][CH2:14][C:3]([CH2:2][OH:1])([C:4]([O:6][CH2:7][CH3:8])=[O:5])[C:9]([O:11][CH2:12][CH3:13])=[O:10])([C:19]([CH3:22])([CH3:21])[CH3:20])([CH3:18])[CH3:17]. The yield is 0.780. (2) The reactants are [CH3:1][N:2]1[CH:6]=[C:5]([C:7]2[CH:12]=[CH:11][C:10]([NH:13][C:14]3[C:18]4[CH2:19][N:20]([C:23](=[O:25])[CH3:24])[CH2:21][CH2:22][C:17]=4[NH:16][N:15]=3)=[CH:9][CH:8]=2)[CH:4]=[N:3]1.C1CCN2C(=NCCC2)CC1.[CH3:37][S:38]([CH2:41][CH3:42])(=[O:40])=[O:39]. The catalyst is CC#N. The product is [CH3:1][N:2]1[CH:6]=[C:5]([C:7]2[CH:12]=[CH:11][C:10]([NH:13][C:14]3[C:18]4[CH2:19][N:20]([C:23](=[O:25])[CH3:24])[CH2:21][CH2:22][C:17]=4[N:16]([CH2:42][CH2:41][S:38]([CH3:37])(=[O:40])=[O:39])[N:15]=3)=[CH:9][CH:8]=2)[CH:4]=[N:3]1. The yield is 0.0100. (3) The reactants are Cl[C:2]1[C:7]([C:8]2[CH:13]=[CH:12][C:11]([F:14])=[CH:10][C:9]=2[F:15])=[CH:6][N:5]2[N:16]=[C:17]([CH3:19])[N:18]=[C:4]2[N:3]=1.[CH:20]([C:22]1[CH:27]=[CH:26][C:25](B(O)O)=[CH:24][CH:23]=1)=[O:21].C(=O)([O-])[O-].[Na+].[Na+]. The catalyst is COCCOC.O.C1C=CC(P(C2C=CC=CC=2)[C-]2C=CC=C2)=CC=1.C1C=CC(P(C2C=CC=CC=2)[C-]2C=CC=C2)=CC=1.Cl[Pd]Cl.[Fe+2]. The product is [F:15][C:9]1[CH:10]=[C:11]([F:14])[CH:12]=[CH:13][C:8]=1[C:7]1[C:2]([C:25]2[CH:26]=[CH:27][C:22]([CH:20]=[O:21])=[CH:23][CH:24]=2)=[N:3][C:4]2[N:5]([N:16]=[C:17]([CH3:19])[N:18]=2)[CH:6]=1. The yield is 0.770. (4) The reactants are Br[C:2]1[N:7]=[CH:6][C:5]2=[N:8][N:9]([CH3:12])[C:10]([CH3:11])=[C:4]2[CH:3]=1.[NH2:13][C:14]1[C:15](=[O:22])[N:16]([CH3:21])[CH:17]=[C:18]([Br:20])[CH:19]=1.C(=O)([O-])[O-].[Cs+].[Cs+].C1C=CC(P(C2C(C3C(P(C4C=CC=CC=4)C4C=CC=CC=4)=CC=C4C=3C=CC=C4)=C3C(C=CC=C3)=CC=2)C2C=CC=CC=2)=CC=1. The catalyst is C1C=CC(/C=C/C(/C=C/C2C=CC=CC=2)=O)=CC=1.C1C=CC(/C=C/C(/C=C/C2C=CC=CC=2)=O)=CC=1.C1C=CC(/C=C/C(/C=C/C2C=CC=CC=2)=O)=CC=1.[Pd].[Pd].O1CCOCC1. The product is [Br:20][C:18]1[CH:19]=[C:14]([NH:13][C:2]2[N:7]=[CH:6][C:5]3=[N:8][N:9]([CH3:12])[C:10]([CH3:11])=[C:4]3[CH:3]=2)[C:15](=[O:22])[N:16]([CH3:21])[CH:17]=1. The yield is 0.230. (5) The reactants are [C:1](=[O:16])([S:3][CH2:4][CH2:5][CH2:6][N:7](C(OC(C)(C)C)=O)[CH3:8])[CH3:2].[ClH:17]. The catalyst is C(O)C.C1(C)C=CC=CC=1. The product is [ClH:17].[C:1](=[O:16])([S:3][CH2:4][CH2:5][CH2:6][NH:7][CH3:8])[CH3:2]. The yield is 0.880. (6) The reactants are Br[C:2]1[CH:9]=[N:8][CH:7]=[C:6]([N:10]2[CH2:22][CH2:21][N:13]3[C:14]4[CH2:15][CH2:16][CH2:17][CH2:18][C:19]=4[CH:20]=[C:12]3[C:11]2=[O:23])[C:3]=1[CH:4]=[O:5].[CH3:24][N:25]1[CH:30]=[C:29](B2OC(C)(C)C(C)(C)O2)[CH:28]=[C:27]([NH:40][C:41]2[CH:46]=[CH:45][C:44]([N:47]3[CH2:52][CH2:51][N:50]([CH3:53])[CH2:49][CH2:48]3)=[CH:43][N:42]=2)[C:26]1=[O:54].[O-]P([O-])([O-])=O.[K+].[K+].[K+].CC([O-])=O.[Na+]. The catalyst is C(#N)C.O.C1C=CC(P(C2C=CC=CC=2)[C-]2C=CC=C2)=CC=1.C1C=CC(P(C2C=CC=CC=2)[C-]2C=CC=C2)=CC=1.Cl[Pd]Cl.[Fe+2]. The product is [CH3:24][N:25]1[C:26](=[O:54])[C:27]([NH:40][C:41]2[CH:46]=[CH:45][C:44]([N:47]3[CH2:52][CH2:51][N:50]([CH3:53])[CH2:49][CH2:48]3)=[CH:43][N:42]=2)=[CH:28][C:29]([C:2]2[CH:9]=[N:8][CH:7]=[C:6]([N:10]3[CH2:22][CH2:21][N:13]4[C:14]5[CH2:15][CH2:16][CH2:17][CH2:18][C:19]=5[CH:20]=[C:12]4[C:11]3=[O:23])[C:3]=2[CH:4]=[O:5])=[CH:30]1. The yield is 0.430.